Dataset: Forward reaction prediction with 1.9M reactions from USPTO patents (1976-2016). Task: Predict the product of the given reaction. (1) The product is: [CH:41]1([N:23]2[CH2:22][CH:25]([CH2:27][O:13][C:9]3[CH:8]=[C:7]4[C:12]([CH:2]([C:14]5[CH:19]=[CH:18][C:17]([S:20][CH3:21])=[CH:16][CH:15]=5)[CH2:3][N:4]([CH3:5])[CH2:6]4)=[CH:11][CH:10]=3)[CH2:24]2)[CH2:38][CH2:37]1. Given the reactants O[CH:2]([C:14]1[CH:19]=[CH:18][C:17]([S:20][CH3:21])=[CH:16][CH:15]=1)[CH2:3][N:4]([CH2:6][C:7]1[CH:8]=[C:9]([OH:13])[CH:10]=[CH:11][CH:12]=1)[CH3:5].[CH3:22][NH:23][CH2:24][CH:25]([C:27]1C=CC(SC)=CC=1)O.OC1[CH:37]=[C:38]([CH:41]=CC=1)C=O.C(O)(=O)C.[BH-](OC(C)=O)(OC(C)=O)OC(C)=O.[Na+], predict the reaction product. (2) Given the reactants [CH:1]([C:3]1[CH:4]=[C:5]([C:9]2[CH:10]=[C:11]3[C:17]([NH:18][C:19]([C:21]4[CH:22]=[N:23][N:24]([CH2:26][C:27]5[CH:32]=[CH:31][CH:30]=[CH:29][CH:28]=5)[CH:25]=4)=[O:20])=[CH:16][N:15]([S:33]([C:36]4[CH:41]=[CH:40][C:39]([CH3:42])=[CH:38][CH:37]=4)(=[O:35])=[O:34])[C:12]3=[N:13][CH:14]=2)[CH:6]=[CH:7][CH:8]=1)=O.[CH3:43][NH:44][CH3:45].C1COCC1.C(O[BH-](OC(=O)C)OC(=O)C)(=O)C.[Na+], predict the reaction product. The product is: [CH3:43][N:44]([CH2:1][C:3]1[CH:4]=[C:5]([C:9]2[CH:10]=[C:11]3[C:17]([NH:18][C:19]([C:21]4[CH:22]=[N:23][N:24]([CH2:26][C:27]5[CH:32]=[CH:31][CH:30]=[CH:29][CH:28]=5)[CH:25]=4)=[O:20])=[CH:16][N:15]([S:33]([C:36]4[CH:37]=[CH:38][C:39]([CH3:42])=[CH:40][CH:41]=4)(=[O:34])=[O:35])[C:12]3=[N:13][CH:14]=2)[CH:6]=[CH:7][CH:8]=1)[CH3:45]. (3) Given the reactants [Li+].CCC[CH2-].[CH3:6][O:7][C:8]1[CH:9]=[C:10]([NH:16][C:17](=[O:23])[O:18][C:19]([CH3:22])([CH3:21])[CH3:20])[CH:11]=[CH:12][C:13]=1[O:14][CH3:15].[C:24](=[O:26])=[O:25], predict the reaction product. The product is: [C:19]([O:18][C:17]([NH:16][C:10]1[C:9]([C:24]([OH:26])=[O:25])=[C:8]([O:7][CH3:6])[C:13]([O:14][CH3:15])=[CH:12][CH:11]=1)=[O:23])([CH3:20])([CH3:22])[CH3:21]. (4) The product is: [N:11]1([C:17]2[S:18][C:19]3[C:24](=[O:25])[N:23]=[CH:22][N:21]([CH2:28][C:29]4[CH:34]=[CH:33][CH:32]=[CH:31][C:30]=4[C:35]([F:36])([F:37])[F:38])[C:20]=3[N:26]=2)[CH2:16][CH2:15][O:14][CH2:13][CH2:12]1. Given the reactants C[Si]([N-][Si](C)(C)C)(C)C.[Li+].[N:11]1([C:17]2[S:18][C:19]3[C:24](=[O:25])[N:23]=[CH:22][NH:21][C:20]=3[N:26]=2)[CH2:16][CH2:15][O:14][CH2:13][CH2:12]1.Br[CH2:28][C:29]1[CH:34]=[CH:33][CH:32]=[CH:31][C:30]=1[C:35]([F:38])([F:37])[F:36], predict the reaction product. (5) Given the reactants [C:1]1([S:7]([N:10]2[C:14]3=[N:15][CH:16]=[C:17]([NH:19][C:20](=[O:26])[O:21][C:22]([CH3:25])([CH3:24])[CH3:23])[CH:18]=[C:13]3[CH:12]=[C:11]2[C:27]#[C:28][CH2:29]O)(=[O:9])=[O:8])[CH:6]=[CH:5][CH:4]=[CH:3][CH:2]=1.COCCN(S(F)(F)[F:41])CCOC, predict the reaction product. The product is: [C:1]1([S:7]([N:10]2[C:14]3=[N:15][CH:16]=[C:17]([NH:19][C:20](=[O:26])[O:21][C:22]([CH3:25])([CH3:24])[CH3:23])[CH:18]=[C:13]3[CH:12]=[C:11]2[C:27]#[C:28][CH2:29][F:41])(=[O:9])=[O:8])[CH:6]=[CH:5][CH:4]=[CH:3][CH:2]=1. (6) Given the reactants [NH:1]([CH2:6][C:7]([OH:9])=[O:8])[CH2:2][C:3]([OH:5])=[O:4].C(=O)([O-])O.[Na+].C1COCC1.[O:20](C(OC(C)(C)C)=O)[C:21]([O:23][C:24]([CH3:27])([CH3:26])[CH3:25])=O, predict the reaction product. The product is: [C:24]([O:23][C:21]([N:1]([CH2:6][C:7]([OH:9])=[O:8])[CH2:2][C:3]([OH:5])=[O:4])=[O:20])([CH3:27])([CH3:26])[CH3:25]. (7) Given the reactants [OH2:1].ON1[C:7]2[CH:8]=[CH:9][CH:10]=[CH:11][C:6]=2N=N1.CN1C[CH2:17][O:16]CC1.Cl.CN(C)[CH2:22][CH2:23][CH2:24]N=C=NCC.[CH2:31]([N:33]([CH2:37][CH3:38])[CH2:34][CH2:35][NH2:36])[CH3:32], predict the reaction product. The product is: [CH2:31]([N:33]([CH2:37][CH3:38])[CH2:34][CH2:35][NH:36][C:17]([C:9]1[CH:8]=[C:7]2[C:6](=[CH:11][CH:10]=1)[CH2:24][CH2:23][C:22]2=[O:1])=[O:16])[CH3:32]. (8) The product is: [CH2:20]([O:22][C:23](=[O:33])[CH2:24][C:25]1[CH:30]=[CH:29][C:28]([C:19]#[C:18][C:6]2[CH:7]=[C:8]3[C:13](=[C:4]([CH:1]4[CH2:3][CH2:2]4)[CH:5]=2)[O:12][C:11]([CH3:14])([CH3:15])[CH2:10][C:9]3([CH3:17])[CH3:16])=[CH:27][C:26]=1[F:32])[CH3:21]. Given the reactants [CH:1]1([C:4]2[CH:5]=[C:6]([C:18]#[CH:19])[CH:7]=[C:8]3[C:13]=2[O:12][C:11]([CH3:15])([CH3:14])[CH2:10][C:9]3([CH3:17])[CH3:16])[CH2:3][CH2:2]1.[CH2:20]([O:22][C:23](=[O:33])[CH2:24][C:25]1[CH:30]=[CH:29][C:28](I)=[CH:27][C:26]=1[F:32])[CH3:21].C(N(CC)CC)C, predict the reaction product. (9) Given the reactants [F:1][N:2]1[C:11]2=[CH:12][C:13](=[O:16])[CH2:14][N:15]=[C:9]3[C:10]2=[C:5]([CH2:6][CH:7]([C:23]2[CH:28]=[CH:27][C:26]([F:29])=[CH:25][CH:24]=2)[CH:8]3[C:17]2[N:21]([CH3:22])[N:20]=[CH:19][N:18]=2)[C:4](C(OC(C)(C)C)=O)=[N:3]1.Cl, predict the reaction product. The product is: [F:1][N:2]1[C:11]2=[CH:12][C:13](=[O:16])[CH2:14][N:15]=[C:9]3[C:10]2=[C:5]([CH2:6][CH:7]([C:23]2[CH:24]=[CH:25][C:26]([F:29])=[CH:27][CH:28]=2)[CH:8]3[C:17]2[N:21]([CH3:22])[N:20]=[CH:19][N:18]=2)[CH2:4][NH:3]1. (10) The product is: [CH2:12]([C:16]1[CH:21]=[CH:20][C:19]([C:2]2[N:7]=[CH:6][C:5]([C:8]([O:10][CH3:11])=[O:9])=[CH:4][N:3]=2)=[CH:18][CH:17]=1)[CH2:13][CH2:14][CH3:15]. Given the reactants Cl[C:2]1[N:7]=[CH:6][C:5]([C:8]([O:10][CH3:11])=[O:9])=[CH:4][N:3]=1.[CH2:12]([C:16]1[CH:21]=[CH:20][C:19](B(O)O)=[CH:18][CH:17]=1)[CH2:13][CH2:14][CH3:15].C(=O)([O-])[O-].[Na+].[Na+].[Cl-].[Li+], predict the reaction product.